From a dataset of Forward reaction prediction with 1.9M reactions from USPTO patents (1976-2016). Predict the product of the given reaction. (1) Given the reactants [CH3:1][C:2]1([CH3:27])[CH2:11][C:10]2[C:5](=[CH:6][CH:7]=[C:8]([C:12]([O:14][CH3:15])=[O:13])[CH:9]=2)[N:4]=[C:3]1[C:16]1[CH:21]=[CH:20][C:19]([S:22](=[O:26])(=[O:25])[NH:23][CH3:24])=[CH:18][CH:17]=1, predict the reaction product. The product is: [CH3:1][C:2]1([CH3:27])[CH2:11][C:10]2[C:5](=[CH:6][CH:7]=[C:8]([C:12]([O:14][CH3:15])=[O:13])[CH:9]=2)[NH:4][CH:3]1[C:16]1[CH:17]=[CH:18][C:19]([S:22](=[O:26])(=[O:25])[NH:23][CH3:24])=[CH:20][CH:21]=1. (2) The product is: [CH3:35][O:36][C:37]1[CH:38]=[C:39]([C:19]([C:11]2[N:10]([S:7]([C:1]3[CH:2]=[CH:3][CH:4]=[CH:5][CH:6]=3)(=[O:9])=[O:8])[C:14]3=[N:15][CH:16]=[CH:17][CH:18]=[C:13]3[CH:12]=2)=[CH:20][CH:21]([CH3:23])[CH3:22])[CH:40]=[CH:41][CH:42]=1. Given the reactants [C:1]1([S:7]([N:10]2[C:14]3=[N:15][CH:16]=[CH:17][CH:18]=[C:13]3[CH:12]=[C:11]2[C:19](OS(C2C=CC(C)=CC=2)(=O)=O)=[CH:20][CH:21]([CH3:23])[CH3:22])(=[O:9])=[O:8])[CH:6]=[CH:5][CH:4]=[CH:3][CH:2]=1.[CH3:35][O:36][C:37]1[CH:38]=[C:39](B(O)O)[CH:40]=[CH:41][CH:42]=1.C(=O)([O-])[O-].[Na+].[Na+], predict the reaction product.